This data is from NCI-60 drug combinations with 297,098 pairs across 59 cell lines. The task is: Regression. Given two drug SMILES strings and cell line genomic features, predict the synergy score measuring deviation from expected non-interaction effect. Drug 1: CC1=C(C=C(C=C1)NC2=NC=CC(=N2)N(C)C3=CC4=NN(C(=C4C=C3)C)C)S(=O)(=O)N.Cl. Drug 2: CCC1=CC2CC(C3=C(CN(C2)C1)C4=CC=CC=C4N3)(C5=C(C=C6C(=C5)C78CCN9C7C(C=CC9)(C(C(C8N6C)(C(=O)OC)O)OC(=O)C)CC)OC)C(=O)OC.C(C(C(=O)O)O)(C(=O)O)O. Cell line: UACC62. Synergy scores: CSS=52.6, Synergy_ZIP=12.3, Synergy_Bliss=12.0, Synergy_Loewe=-30.7, Synergy_HSA=12.1.